From a dataset of Full USPTO retrosynthesis dataset with 1.9M reactions from patents (1976-2016). Predict the reactants needed to synthesize the given product. (1) The reactants are: [I:1][C:2]1[CH:7]=[CH:6][C:5]([OH:8])=[CH:4][CH:3]=1.F[C:10]1[CH:23]=[CH:22][C:13]([C:14]([C:16]2[CH:21]=[CH:20][CH:19]=[CH:18][CH:17]=2)=[O:15])=[CH:12][CH:11]=1.C(=O)([O-])[O-].[K+].[K+].CN(C=O)C. Given the product [I:1][C:2]1[CH:7]=[CH:6][C:5]([O:8][C:22]2[CH:23]=[CH:10][CH:11]=[CH:12][C:13]=2[C:14]([C:16]2[CH:21]=[CH:20][CH:19]=[CH:18][CH:17]=2)=[O:15])=[CH:4][CH:3]=1, predict the reactants needed to synthesize it. (2) Given the product [C:5]([O:9][C:10]([N:12]1[CH2:17][C@H:16]([O:18][CH2:19][C:20]2[CH:21]=[CH:22][CH:23]=[CH:24][CH:25]=2)[CH2:15][CH2:14][C@@H:13]1[CH:26]=[O:27])=[O:11])([CH3:8])([CH3:7])[CH3:6], predict the reactants needed to synthesize it. The reactants are: CS(C)=O.[C:5]([O:9][C:10]([N:12]1[CH2:17][C@H:16]([O:18][CH2:19][C:20]2[CH:25]=[CH:24][CH:23]=[CH:22][CH:21]=2)[CH2:15][CH2:14][C@@H:13]1[CH2:26][OH:27])=[O:11])([CH3:8])([CH3:7])[CH3:6].C(N(CC)CC)C. (3) Given the product [NH2:20][CH2:19][C@@H:15]1[N:14]2[C:10]3[C:9]4[C:4](=[CH:5][CH:6]=[CH:7][CH:8]=4)[N:3]=[C:2]([NH2:1])[C:11]=3[N:12]=[C:13]2[CH2:18][O:17][CH2:16]1, predict the reactants needed to synthesize it. The reactants are: [NH2:1][C:2]1[C:11]2[N:12]=[C:13]3[CH2:18][O:17][CH2:16][C@H:15]([CH2:19][NH:20]C(=O)OC(C)(C)C)[N:14]3[C:10]=2[C:9]2[C:4](=[CH:5][CH:6]=[CH:7][CH:8]=2)[N:3]=1.Cl.